Binary Classification. Given a T-cell receptor sequence (or CDR3 region) and an epitope sequence, predict whether binding occurs between them. From a dataset of TCR-epitope binding with 47,182 pairs between 192 epitopes and 23,139 TCRs. (1) The epitope is QVPLRPMTYK. The TCR CDR3 sequence is CASPGVRGANVLTF. Result: 1 (the TCR binds to the epitope). (2) The epitope is GTSGSPIIDK. The TCR CDR3 sequence is CASSLVTYPTDTQYF. Result: 0 (the TCR does not bind to the epitope). (3) The epitope is PKYVKQNTLKLAT. The TCR CDR3 sequence is CATSGWGQGGTGELFF. Result: 1 (the TCR binds to the epitope). (4) The epitope is TEILPVSMTK. The TCR CDR3 sequence is CSASLAGDSPLHF. Result: 0 (the TCR does not bind to the epitope). (5) The epitope is LLFNKVTLA. The TCR CDR3 sequence is CASSIGQAYEQYF. Result: 0 (the TCR does not bind to the epitope). (6) The epitope is GTSGSPIVNR. The TCR CDR3 sequence is CASSLMGVQPQHF. Result: 0 (the TCR does not bind to the epitope).